From a dataset of Catalyst prediction with 721,799 reactions and 888 catalyst types from USPTO. Predict which catalyst facilitates the given reaction. (1) Reactant: [Cl:1][C:2]1[CH:3]=[CH:4][CH:5]=[C:6]2[C:11]=1[N:10]=[C:9]([C:12]1[CH:17]=[CH:16][CH:15]=[CH:14][CH:13]=1)[C:8]([CH2:18][NH2:19])=[CH:7]2.CCN(C(C)C)C(C)C.[Cl:29][C:30]1[C:35]([O:36][CH3:37])=[C:34](Cl)[N:33]=[CH:32][N:31]=1. Product: [Cl:29][C:30]1[N:31]=[CH:32][N:33]=[C:34]([NH:19][CH2:18][C:8]2[C:9]([C:12]3[CH:17]=[CH:16][CH:15]=[CH:14][CH:13]=3)=[N:10][C:11]3[C:6]([CH:7]=2)=[CH:5][CH:4]=[CH:3][C:2]=3[Cl:1])[C:35]=1[O:36][CH3:37]. The catalyst class is: 51. (2) Reactant: [F:1][C:2]([F:37])([F:36])[C:3]1[CH:4]=[CH:5][C:6]2[O:10][C:9]([S:11][CH2:12][CH2:13][N:14]3[CH2:19][CH2:18][N:17]([CH2:20][C:21]([NH:23][C:24]4[C:25]([S:33][CH3:34])=[N:26][C:27]([CH3:32])=[CH:28][C:29]=4[S:30][CH3:31])=[O:22])[CH2:16][CH2:15]3)=[N:8][C:7]=2[CH:35]=1.[ClH:38].N1C=CC=CC=1. Product: [ClH:38].[F:36][C:2]([F:1])([F:37])[C:3]1[CH:4]=[CH:5][C:6]2[O:10][C:9]([S:11][CH2:12][CH2:13][N:14]3[CH2:19][CH2:18][N:17]([CH2:20][C:21]([NH:23][C:24]4[C:25]([S:33][CH3:34])=[N:26][C:27]([CH3:32])=[CH:28][C:29]=4[S:30][CH3:31])=[O:22])[CH2:16][CH2:15]3)=[N:8][C:7]=2[CH:35]=1. The catalyst class is: 8. (3) Reactant: Cl.[C:2]([C:5]1[S:34][C:8]2[N:9]=[CH:10][N:11]=[C:12]([NH:13][C:14]3[C:15]([O:20][C@H:21]4[CH2:26][CH2:25][CH2:24][N:23](C(OC(C)(C)C)=O)[CH2:22]4)=[N:16][CH:17]=[CH:18][CH:19]=3)[C:7]=2[C:6]=1[CH3:35])(=[O:4])[NH2:3]. Product: [CH3:35][C:6]1[C:7]2[C:12]([NH:13][C:14]3[C:15]([O:20][C@H:21]4[CH2:26][CH2:25][CH2:24][NH:23][CH2:22]4)=[N:16][CH:17]=[CH:18][CH:19]=3)=[N:11][CH:10]=[N:9][C:8]=2[S:34][C:5]=1[C:2]([NH2:3])=[O:4]. The catalyst class is: 169. (4) Reactant: [CH3:1][C:2]1([CH3:5])[CH2:4][NH:3]1.[OH-].[Na+].[C:8](Cl)(=[O:15])[C:9]1[CH:14]=[CH:13][CH:12]=[CH:11][CH:10]=1. Product: [CH3:1][C:2]1([CH3:5])[CH2:4][N:3]1[C:8]([C:9]1[CH:14]=[CH:13][CH:12]=[CH:11][CH:10]=1)=[O:15]. The catalyst class is: 4. (5) Reactant: [CH3:1][C:2]1[CH:3]=[CH:4][C:5]([C:10]([F:13])([F:12])[F:11])=[C:6]([NH:8]N)[CH:7]=1.O.[ClH:15].[NH:16]1[CH2:21][CH2:20][C:19](=O)[CH2:18][CH2:17]1. Product: [ClH:15].[CH3:1][C:2]1[C:7]2[C:18]3[CH2:17][NH:16][CH2:21][CH2:20][C:19]=3[NH:8][C:6]=2[C:5]([C:10]([F:13])([F:12])[F:11])=[CH:4][CH:3]=1. The catalyst class is: 41. (6) Reactant: [Cl:1][C:2]1[CH:25]=[C:24]([C:26]([F:29])([F:28])[F:27])[CH:23]=[CH:22][C:3]=1[CH2:4][N:5]1[C:9](/[CH:10]=[CH:11]/[C:12](O)=[O:13])=[CH:8][C:7]([O:15][CH:16]2[CH2:21][CH2:20][O:19][CH2:18][CH2:17]2)=[N:6]1.[CH2:30]([S:35]([NH2:38])(=[O:37])=[O:36])[CH2:31][CH2:32][CH2:33][CH3:34].N12CCCN=C1CCCCC2.Cl. Product: [Cl:1][C:2]1[CH:25]=[C:24]([C:26]([F:29])([F:27])[F:28])[CH:23]=[CH:22][C:3]=1[CH2:4][N:5]1[C:9](/[CH:10]=[CH:11]/[C:12]([NH:38][S:35]([CH2:30][CH2:31][CH2:32][CH2:33][CH3:34])(=[O:37])=[O:36])=[O:13])=[CH:8][C:7]([O:15][CH:16]2[CH2:21][CH2:20][O:19][CH2:18][CH2:17]2)=[N:6]1. The catalyst class is: 35.